Dataset: Reaction yield outcomes from USPTO patents with 853,638 reactions. Task: Predict the reaction yield, written as a fraction of the theoretical maximum amount of product (1.0 means a 100% yield; for example, 0.34 means a 34% yield). (1) The reactants are Br[C:2]1[N:7]=[CH:6][C:5]([C:8]([OH:10])=O)=[CH:4][CH:3]=1.C(Cl)(=O)C([Cl:14])=O.C(N(CC)CC)C.[NH2:24][C:25]1[N:29](C(OC(C)(C)C)=O)[N:28]=[C:27]([CH2:37][CH2:38][C:39]2[CH:44]=[CH:43][CH:42]=[C:41]([O:45][CH3:46])[CH:40]=2)[CH:26]=1.Cl. The catalyst is C(Cl)Cl.CC(O)C.CO.CN(C=O)C. The product is [Cl:14][C:2]1[N:7]=[CH:6][C:5]([C:8]([NH:24][C:25]2[NH:29][N:28]=[C:27]([CH2:37][CH2:38][C:39]3[CH:44]=[CH:43][CH:42]=[C:41]([O:45][CH3:46])[CH:40]=3)[CH:26]=2)=[O:10])=[CH:4][CH:3]=1. The yield is 0.170. (2) The reactants are [N:1]1[C:6]2[CH2:7][CH2:8][N:9]([CH2:11][CH2:12][CH2:13][CH2:14][O:15][C:16]3[CH:25]=[C:24]4[C:19]([CH2:20][CH2:21][C:22](=[O:26])[NH:23]4)=[CH:18][CH:17]=3)[CH2:10][C:5]=2[CH:4]=[N:3][CH:2]=1.[F:27][C:28]1C=[CH:32][CH:31]=[CH:30][C:29]=1N1C=C2CNCCC2=N1. No catalyst specified. The product is [F:27][C:28]1[CH:29]=[CH:30][CH:31]=[CH:32][C:2]=1[N:3]1[CH:4]=[C:5]2[CH2:10][N:9]([CH2:11][CH2:12][CH2:13][CH2:14][O:15][C:16]3[CH:25]=[C:24]4[C:19]([CH2:20][CH2:21][C:22](=[O:26])[NH:23]4)=[CH:18][CH:17]=3)[CH2:8][CH2:7][C:6]2=[N:1]1. The yield is 0.570. (3) The reactants are [CH2:1]([C:5]1[CH:6]=[CH:7][C:8]([C:11]([OH:13])=O)=[N:9][CH:10]=1)[CH2:2][CH2:3][CH3:4].ClC(OC(C)C)=O.Cl.[CH3:22][S:23]([C:26]1[CH:31]=[CH:30][C:29]([N:32]2[C:36]3=[N:37][CH:38]=[N:39][C:40]([O:41][CH:42]4[CH2:47][CH2:46][NH:45][CH2:44][CH2:43]4)=[C:35]3[CH:34]=[N:33]2)=[CH:28][CH:27]=1)(=[O:25])=[O:24].C(N(CC)CC)C. The catalyst is CN(C=O)C. The product is [CH2:1]([C:5]1[CH:6]=[CH:7][C:8]([C:11]([N:45]2[CH2:46][CH2:47][CH:42]([O:41][C:40]3[N:39]=[CH:38][N:37]=[C:36]4[N:32]([C:29]5[CH:28]=[CH:27][C:26]([S:23]([CH3:22])(=[O:24])=[O:25])=[CH:31][CH:30]=5)[N:33]=[CH:34][C:35]=34)[CH2:43][CH2:44]2)=[O:13])=[N:9][CH:10]=1)[CH2:2][CH2:3][CH3:4]. The yield is 0.130.